Dataset: Full USPTO retrosynthesis dataset with 1.9M reactions from patents (1976-2016). Task: Predict the reactants needed to synthesize the given product. (1) Given the product [CH3:19][O:18][CH2:23][C:7]1[CH:12]=[CH:11][C:10]([N+:13]([O-:15])=[O:14])=[CH:9][CH:8]=1, predict the reactants needed to synthesize it. The reactants are: FC(F)(F)S(O[C:7]1[CH:12]=[CH:11][C:10]([N+:13]([O-:15])=[O:14])=[CH:9][CH:8]=1)(=O)=O.[O:18]1[CH2:23]COC[CH2:19]1.C(=O)([O-])[O-].[Cs+].[Cs+].C1(C)C=CC=CC=1P(C1C=CC=CC=1C)C1C=CC=CC=1C. (2) Given the product [CH3:24][O:23][C:20]1[CH:21]=[C:22]2[C:17]([N:16]=[CH:15][C:14](=[O:25])[N:13]2[CH2:12][CH2:11][N:8]2[CH2:9][CH2:10][C:5](=[O:4])[CH2:6][CH:7]2[C:26]([O:28][CH3:29])=[O:27])=[CH:18][CH:19]=1, predict the reactants needed to synthesize it. The reactants are: ClCCl.[OH:4][CH:5]1[CH2:10][CH2:9][N:8]([CH2:11][CH2:12][N:13]2[C:22]3[C:17](=[CH:18][CH:19]=[C:20]([O:23][CH3:24])[CH:21]=3)[N:16]=[CH:15][C:14]2=[O:25])[CH:7]([C:26]([O:28][CH3:29])=[O:27])[CH2:6]1.[Cr](Cl)([O-])(=O)=O.[NH+]1C=CC=CC=1.[Cl-].[Na+]. (3) Given the product [C:6]([NH:9][CH:10]([CH2:14][C:15]1[CH:20]=[CH:19][C:18]([Br:21])=[CH:17][CH:16]=1)[C:11]([NH:22][CH2:23][CH:24]([OH:31])[CH2:25][C:26]([CH3:30])([CH3:29])[CH2:27][CH3:28])=[O:13])(=[O:8])[CH3:7], predict the reactants needed to synthesize it. The reactants are: C(=O)(O)[O-].[Na+].[C:6]([NH:9][CH:10]([CH2:14][C:15]1[CH:20]=[CH:19][C:18]([Br:21])=[CH:17][CH:16]=1)[C:11]([OH:13])=O)(=[O:8])[CH3:7].[NH2:22][CH2:23][CH:24]([OH:31])[CH2:25][C:26]([CH3:30])([CH3:29])[CH2:27][CH3:28].Cl.CN(C)CCCN=C=NCC.ON1C2C=CC=CC=2N=N1.